From a dataset of Forward reaction prediction with 1.9M reactions from USPTO patents (1976-2016). Predict the product of the given reaction. (1) Given the reactants [CH3:1][O:2][C:3]1[CH:8]=[CH:7][C:6]([CH:9]=[CH:10][C:11]([O:13]CC)=[O:12])=[CH:5][C:4]=1[C:16]1[C:25]([O:26][CH2:27][C:28]2[CH:33]=[CH:32][CH:31]=[C:30]([O:34]COC)[CH:29]=2)=[CH:24][C:23]2[C:22]([CH3:39])([CH3:38])[CH2:21][CH2:20][C:19]([CH3:41])([CH3:40])[C:18]=2[CH:17]=1, predict the reaction product. The product is: [CH3:1][O:2][C:3]1[CH:8]=[CH:7][C:6]([CH:9]=[CH:10][C:11]([OH:13])=[O:12])=[CH:5][C:4]=1[C:16]1[C:25]([O:26][CH2:27][C:28]2[CH:33]=[CH:32][CH:31]=[C:30]([OH:34])[CH:29]=2)=[CH:24][C:23]2[C:22]([CH3:39])([CH3:38])[CH2:21][CH2:20][C:19]([CH3:41])([CH3:40])[C:18]=2[CH:17]=1. (2) Given the reactants [CH3:1][C:2]1[CH:3]=[C:4]([C:24]2[CH:25]=[C:26]([CH:30]=[O:31])[CH:27]=[N:28][CH:29]=2)[CH:5]=[C:6]2[C:10]=1[C:9](=[O:11])[N:8]([CH2:12][C:13]1[CH:18]=[CH:17][C:16]([O:19][C:20]([F:23])([F:22])[F:21])=[CH:15][CH:14]=1)[CH2:7]2.[BH4-].[Na+].O, predict the reaction product. The product is: [OH:31][CH2:30][C:26]1[CH:25]=[C:24]([C:4]2[CH:5]=[C:6]3[C:10](=[C:2]([CH3:1])[CH:3]=2)[C:9](=[O:11])[N:8]([CH2:12][C:13]2[CH:14]=[CH:15][C:16]([O:19][C:20]([F:22])([F:23])[F:21])=[CH:17][CH:18]=2)[CH2:7]3)[CH:29]=[N:28][CH:27]=1. (3) Given the reactants Cl[C:2]1[CH:3]=[C:4]([C:22]2[N:27]=[C:26]([C:28]3[CH:33]=[CH:32][CH:31]=[CH:30][CH:29]=3)[N:25]=[C:24]([C:34]3[CH:39]=[CH:38][CH:37]=[CH:36][CH:35]=3)[N:23]=2)[CH:5]=[C:6]([C:8]2[C:9]3[C:14]([C:15]4[CH:16]=[CH:17][CH:18]=[CH:19][C:20]=4[CH:21]=2)=[CH:13][CH:12]=[CH:11][CH:10]=3)[CH:7]=1.[C:40]1(B(O)O)[C:49]2[C:44](=[CH:45][CH:46]=[CH:47][CH:48]=2)[CH:43]=[CH:42][CH:41]=1.C(=O)([O-])[O-].[Cs+].[Cs+], predict the reaction product. The product is: [C:40]1([C:2]2[CH:3]=[C:4]([C:22]3[N:23]=[C:24]([C:34]4[CH:39]=[CH:38][CH:37]=[CH:36][CH:35]=4)[N:25]=[C:26]([C:28]4[CH:33]=[CH:32][CH:31]=[CH:30][CH:29]=4)[N:27]=3)[CH:5]=[C:6]([C:8]3[C:9]4[C:14]([C:15]5[CH:16]=[CH:17][CH:18]=[CH:19][C:20]=5[CH:21]=3)=[CH:13][CH:12]=[CH:11][CH:10]=4)[CH:7]=2)[C:49]2[C:44](=[CH:45][CH:46]=[CH:47][CH:48]=2)[CH:43]=[CH:42][CH:41]=1. (4) Given the reactants [O:1]=[C:2]1[CH:11]=[CH:10][C:9]2[CH:8]=[CH:7][C:6](=[O:12])[N:5]3[C@H:13]([CH2:15][N:16]4[CH2:21][CH2:20][CH:19]([NH:22]C(=O)OC(C)(C)C)[CH2:18][CH2:17]4)[CH2:14][N:3]1[C:4]=23.[ClH:30].CO, predict the reaction product. The product is: [ClH:30].[ClH:30].[NH2:22][CH:19]1[CH2:18][CH2:17][N:16]([CH2:15][C@H:13]2[N:5]3[C:4]4[N:3]([C:2](=[O:1])[CH:11]=[CH:10][C:9]=4[CH:8]=[CH:7][C:6]3=[O:12])[CH2:14]2)[CH2:21][CH2:20]1. (5) The product is: [CH3:1][C:2]1[CH:3]=[C:4]([CH:20]=[CH:21][CH:22]=1)[O:5][CH2:6][C:7]1[NH:15][C:14]2[C:9](=[N:10][CH:11]=[CH:12][C:13]=2[C:16]([OH:18])=[O:17])[CH:8]=1. Given the reactants [CH3:1][C:2]1[CH:3]=[C:4]([CH:20]=[CH:21][CH:22]=1)[O:5][CH2:6][C:7]1[NH:15][C:14]2[C:9](=[N:10][CH:11]=[CH:12][C:13]=2[C:16]([O:18]C)=[O:17])[CH:8]=1, predict the reaction product. (6) Given the reactants Br[C:2]1[CH:11]=[C:10]2[C:5]([C:6]([N:13]3[CH2:18][CH2:17][O:16][CH2:15][CH2:14]3)=[N:7][C:8]([Cl:12])=[N:9]2)=[CH:4][C:3]=1[F:19].[CH3:20][S:21]([C:24]1[CH:25]=[C:26](B(O)O)[CH:27]=[CH:28][CH:29]=1)(=[O:23])=[O:22].C(=O)([O-])[O-].[Na+].[Na+].CN(C=O)C, predict the reaction product. The product is: [Cl:12][C:8]1[N:7]=[C:6]([N:13]2[CH2:18][CH2:17][O:16][CH2:15][CH2:14]2)[C:5]2[C:10](=[CH:11][C:2]([C:28]3[CH:27]=[CH:26][CH:25]=[C:24]([S:21]([CH3:20])(=[O:23])=[O:22])[CH:29]=3)=[C:3]([F:19])[CH:4]=2)[N:9]=1. (7) Given the reactants [F:1][C:2]1[CH:10]=[C:9]2[C:5]([CH:6]=[CH:7][NH:8]2)=[CH:4][CH:3]=1.FC(F)(F)C(O)=O.CN(C)/[CH:20]=[CH:21]\[N+:22]([O-:24])=[O:23], predict the reaction product. The product is: [N+:22]([CH:21]=[CH:20][C:6]1[C:5]2[C:9](=[CH:10][C:2]([F:1])=[CH:3][CH:4]=2)[NH:8][CH:7]=1)([O-:24])=[O:23]. (8) Given the reactants Cl.[F:2][C:3]([F:30])([F:29])[C:4]1[CH:5]=[C:6]([C@H:14]([O:16][C@H:17]2[CH2:22][CH2:21][NH:20][CH2:19][C@H:18]2[C:23]2[CH:28]=[CH:27][CH:26]=[CH:25][CH:24]=2)[CH3:15])[CH:7]=[C:8]([C:10]([F:13])([F:12])[F:11])[CH:9]=1.[CH2:31]([N:33]=[C:34]=[O:35])[CH3:32], predict the reaction product. The product is: [F:12][C:10]([F:13])([F:11])[C:8]1[CH:7]=[C:6]([C@H:14]([O:16][C@H:17]2[CH2:22][CH2:21][N:20]([C:34]([NH:33][CH2:31][CH3:32])=[O:35])[CH2:19][C@H:18]2[C:23]2[CH:28]=[CH:27][CH:26]=[CH:25][CH:24]=2)[CH3:15])[CH:5]=[C:4]([C:3]([F:29])([F:2])[F:30])[CH:9]=1.